Task: Predict the reaction yield, written as a fraction of the theoretical maximum amount of product (1.0 means a 100% yield; for example, 0.34 means a 34% yield).. Dataset: Reaction yield outcomes from USPTO patents with 853,638 reactions (1) The reactants are [Br:1][C:2]1[CH:10]=[CH:9][CH:8]=[C:7]([F:11])[C:3]=1[C:4]([OH:6])=O.CN(C(ON1N=NC2C=CC=CC1=2)=[N+](C)C)C.F[P-](F)(F)(F)(F)F.CCN(C(C)C)C(C)C.[CH3:45][O:46][CH:47]([O:50][CH3:51])[CH2:48][NH2:49]. The catalyst is CN(C=O)C.CCOC(C)=O. The product is [Br:1][C:2]1[CH:10]=[CH:9][CH:8]=[C:7]([F:11])[C:3]=1[C:4]([NH:49][CH2:48][CH:47]([O:50][CH3:51])[O:46][CH3:45])=[O:6]. The yield is 0.820. (2) The catalyst is O1CCOCC1.C1COCC1.COC1C=CC=C(OC)C=1C1C=CC=CC=1P(C1CCCCC1)C1CCCCC1.[Pd].O. The reactants are [Cl:1][C:2]1[C:3](I)=[C:4]([CH:6]=[CH:7][CH:8]=1)[NH2:5].C1CCC(P(C2C(C3C=CC=CC=3)=CC=CC=2)C2CCCCC2)CC1.C(N(CC)CC)C.CC1(C)C(C)(C)OBO1.Cl[C:52]1[N:59]=[CH:58][CH:57]=[CH:56][C:53]=1[C:54]#[N:55].COC1C=CC=C(OC)C=1C1C=CC=CC=1P(C1CCCCC1)C1CCCCC1.C(=O)([O-])[O-].[K+].[K+].[H-].[Na+]. The yield is 0.600. The product is [Cl:1][C:2]1[C:3]2[C:52]3[N:59]=[CH:58][CH:57]=[CH:56][C:53]=3[C:54]([NH2:55])=[N:5][C:4]=2[CH:6]=[CH:7][CH:8]=1. (3) The reactants are [O:1]1[C:5]2[CH:6]=[CH:7][C:8]([C:10]3([C:13]([NH:15][C:16]4[CH:21]=[C:20]([C:22]5[CH:27]=[CH:26][C:25]([C:28](=[O:32])[N:29]([CH3:31])[CH3:30])=[CH:24][CH:23]=5)[C:19]([C:33](O)=[O:34])=[CH:18][CH:17]=4)=[O:14])[CH2:12][CH2:11]3)=[CH:9][C:4]=2[O:3][CH2:2]1.CN.O1CCCC1.C[CH2:44][N:45](CC)CC.F[P-](F)(F)(F)(F)F.N1(OC(N(C)C)=[N+](C)C)C2N=CC=CC=2N=N1. The catalyst is CN(C=O)C. The product is [O:1]1[C:5]2[CH:6]=[CH:7][C:8]([C:10]3([C:13]([NH:15][C:16]4[CH:21]=[C:20]([C:22]5[CH:27]=[CH:26][C:25]([C:28]([N:29]([CH3:30])[CH3:31])=[O:32])=[CH:24][CH:23]=5)[C:19]([C:33]([NH:45][CH3:44])=[O:34])=[CH:18][CH:17]=4)=[O:14])[CH2:11][CH2:12]3)=[CH:9][C:4]=2[O:3][CH2:2]1. The yield is 0.100. (4) The reactants are Cl[C:2]1[C:11]2[C:6](=[CH:7][C:8]([CH2:12][O:13][C:14]3[CH:21]=[CH:20][C:17]([C:18]#[N:19])=[CH:16][CH:15]=3)=[CH:9][CH:10]=2)[N:5]=[C:4]([CH3:22])[CH:3]=1. The catalyst is N1CCCCC1. The product is [CH3:22][C:4]1[CH:3]=[C:2]([N:5]2[CH2:6][CH2:11][CH2:2][CH2:3][CH2:4]2)[C:11]2[C:6](=[CH:7][C:8]([CH2:12][O:13][C:14]3[CH:21]=[CH:20][C:17]([C:18]#[N:19])=[CH:16][CH:15]=3)=[CH:9][CH:10]=2)[N:5]=1. The yield is 0.320.